Dataset: Reaction yield outcomes from USPTO patents with 853,638 reactions. Task: Predict the reaction yield, written as a fraction of the theoretical maximum amount of product (1.0 means a 100% yield; for example, 0.34 means a 34% yield). (1) The reactants are Cl[C:2]1[C:3]2[N:4]([C:8]([C:11]3[CH:16]=[CH:15][CH:14]=[CH:13][CH:12]=3)=[N:9][N:10]=2)[CH:5]=[CH:6][N:7]=1.[H][H]. The catalyst is CCO.[Pd]. The product is [C:11]1([C:8]2[N:4]3[CH2:5][CH2:6][NH:7][CH2:2][C:3]3=[N:10][N:9]=2)[CH:12]=[CH:13][CH:14]=[CH:15][CH:16]=1. The yield is 1.00. (2) The reactants are [CH2:1]([N:8]([CH2:40][C:41]1[CH:46]=[CH:45][C:44]([O:47][CH3:48])=[CH:43][CH:42]=1)[C:9]1[C:18]2[C:13](=[CH:14][CH:15]=[CH:16][C:17]=2[C:19]2[CH:24]=[CH:23][CH:22]=[CH:21][CH:20]=2)[C:12]([C:25]2[CH:26]=[C:27]([S:31]([NH:34][C:35]([CH3:38])([CH3:37])[CH3:36])(=[O:33])=[O:32])[CH:28]=[N:29][CH:30]=2)=[C:11](Cl)[N:10]=1)[C:2]1[CH:7]=[CH:6][CH:5]=[CH:4][CH:3]=1.O[CH:50](B)O.C(=O)([O-])[O-].[K+].[K+]. The catalyst is O1CCOCC1.O. The product is [CH2:1]([N:8]([CH2:40][C:41]1[CH:46]=[CH:45][C:44]([O:47][CH3:48])=[CH:43][CH:42]=1)[C:9]1[C:18]2[C:13](=[CH:14][CH:15]=[CH:16][C:17]=2[C:19]2[CH:24]=[CH:23][CH:22]=[CH:21][CH:20]=2)[C:12]([C:25]2[CH:26]=[C:27]([S:31]([NH:34][C:35]([CH3:38])([CH3:37])[CH3:36])(=[O:33])=[O:32])[CH:28]=[N:29][CH:30]=2)=[C:11]([CH3:50])[N:10]=1)[C:2]1[CH:7]=[CH:6][CH:5]=[CH:4][CH:3]=1. The yield is 0.590. (3) The reactants are C(OCC)(=O)C.[ClH:7].[C:8]([C:10]1[C:11]([NH:41][C:42]([C:44]2[O:45][CH:46]=[CH:47][CH:48]=2)=[O:43])=[N:12][C:13]([C:33]2[CH:38]=[CH:37][C:36]([F:39])=[CH:35][C:34]=2[OH:40])=[CH:14][C:15]=1[C:16]1[CH:21]=[CH:20][CH:19]=[C:18]([NH:22][C:23](=[O:32])[C@H:24]([CH2:28][N:29]([CH3:31])[CH3:30])[N:25]([CH3:27])[CH3:26])[CH:17]=1)#[N:9]. The catalyst is C(OCC)(=O)C. The product is [ClH:7].[ClH:7].[C:8]([C:10]1[C:11]([NH:41][C:42]([C:44]2[O:45][CH:46]=[CH:47][CH:48]=2)=[O:43])=[N:12][C:13]([C:33]2[CH:38]=[CH:37][C:36]([F:39])=[CH:35][C:34]=2[OH:40])=[CH:14][C:15]=1[C:16]1[CH:21]=[CH:20][CH:19]=[C:18]([NH:22][C:23](=[O:32])[C@H:24]([CH2:28][N:29]([CH3:31])[CH3:30])[N:25]([CH3:26])[CH3:27])[CH:17]=1)#[N:9]. The yield is 0.900. (4) The reactants are C([C:3]1[CH:4]=[CH:5][CH:6]=[C:7]2[C:12]=1[N:11]=[C:10]([C:13]1([C:16]3[CH:21]=[CH:20][CH:19]=[CH:18][CH:17]=3)[CH2:15][CH2:14]1)[C:9]([OH:22])=[C:8]2[C:23]([OH:25])=[O:24])C.[CH2:26](C1C=C2C(C(=O)C(=O)N2)=CC=1)[CH3:27]. No catalyst specified. The product is [CH2:26]([C:4]1[CH:3]=[C:12]2[C:7]([C:8]([C:23]([OH:25])=[O:24])=[C:9]([OH:22])[C:10]([C:13]3([C:16]4[CH:17]=[CH:18][CH:19]=[CH:20][CH:21]=4)[CH2:15][CH2:14]3)=[N:11]2)=[CH:6][CH:5]=1)[CH3:27]. The yield is 0.210. (5) The reactants are [CH3:1][O:2][C:3]1[CH:10]=[C:9]([O:11][CH3:12])[C:8](Br)=[CH:7][C:4]=1[CH:5]=[O:6].[C:14]([O:18][C:19]([N:21]1[CH:25]=[C:24](B2OC(C)(C)C(C)(C)O2)[CH:23]=[N:22]1)=[O:20])([CH3:17])([CH3:16])[CH3:15].[F-].[K+]. The catalyst is CC(C)([P](C(C)(C)C)([Pd][P](C(C)(C)C)(C(C)(C)C)C(C)(C)C)C(C)(C)C)C.O. The product is [C:14]([O:18][C:19]([N:21]1[CH:25]=[C:24]([C:8]2[CH:7]=[C:4]([CH:5]=[O:6])[C:3]([O:2][CH3:1])=[CH:10][C:9]=2[O:11][CH3:12])[CH:23]=[N:22]1)=[O:20])([CH3:17])([CH3:15])[CH3:16]. The yield is 0.400. (6) The catalyst is C1COCC1. The yield is 0.820. The product is [F:12][C:13]([F:23])([F:24])[C:14]([NH:1][C:2]1[CH:3]=[C:4]([CH:8]=[C:9]([NH:11][C:14](=[O:25])[C:13]([F:24])([F:23])[F:12])[CH:10]=1)[C:5]([OH:7])=[O:6])=[O:15]. The reactants are [NH2:1][C:2]1[CH:3]=[C:4]([CH:8]=[C:9]([NH2:11])[CH:10]=1)[C:5]([OH:7])=[O:6].[F:12][C:13]([F:24])([F:23])[C:14](O[C:14](=[O:15])[C:13]([F:24])([F:23])[F:12])=[O:15].[OH2:25]. (7) The reactants are [F:1][C:2]1[CH:3]=[C:4]([N:9]2[C:14](=[O:15])[C:13]([O:16][CH2:17][CH2:18][C:19]([OH:22])([CH3:21])[CH3:20])=[C:12](Br)[CH:11]=[N:10]2)[CH:5]=[CH:6][C:7]=1[F:8].[CH3:24][S:25][C:26]1[CH:31]=[CH:30][C:29](B(O)O)=[CH:28][CH:27]=1.C([O-])([O-])=O.[K+].[K+]. The catalyst is C(O)C.Cl[Pd](Cl)([P](C1C=CC=CC=1)(C1C=CC=CC=1)C1C=CC=CC=1)[P](C1C=CC=CC=1)(C1C=CC=CC=1)C1C=CC=CC=1. The product is [F:1][C:2]1[CH:3]=[C:4]([N:9]2[C:14](=[O:15])[C:13]([O:16][CH2:17][CH2:18][C:19]([OH:22])([CH3:21])[CH3:20])=[C:12]([C:29]3[CH:30]=[CH:31][C:26]([S:25][CH3:24])=[CH:27][CH:28]=3)[CH:11]=[N:10]2)[CH:5]=[CH:6][C:7]=1[F:8]. The yield is 0.645. (8) The reactants are [CH3:1][O:2][C@@H:3]1[CH2:8][CH2:7][C@H:6]([N:9]2[C:18]3[C:13](=[N:14][CH:15]=[C:16]([C:19]4[C:20]([CH3:36])=[N:21][C:22]([C:25]5[N:29](C6CCCCO6)[CH:28]=[N:27][N:26]=5)=[CH:23][CH:24]=4)[N:17]=3)[NH:12][C:11](=[O:37])[CH2:10]2)[CH2:5][CH2:4]1. The product is [CH3:1][O:2][C@@H:3]1[CH2:8][CH2:7][C@H:6]([N:9]2[C:18]3[C:13](=[N:14][CH:15]=[C:16]([C:19]4[C:20]([CH3:36])=[N:21][C:22]([C:25]5[NH:29][CH:28]=[N:27][N:26]=5)=[CH:23][CH:24]=4)[N:17]=3)[NH:12][C:11](=[O:37])[CH2:10]2)[CH2:5][CH2:4]1. The catalyst is C(O)C.Cl. The yield is 0.170. (9) The reactants are CC[C@H]1[C@H]2C[C@H]([C@H](OC3C4C(=CC=CC=4)C(O[C@H](C4C=CN=C5C=4C=C(OC)C=C5)[C@@H]4N5C[C@H](CC)[C@@H](CC5)C4)=NN=3)C3C=CN=C4C=3C=C([O:22]C)C=C4)N(CC2)C1.CS(N)(=O)=O.[Cl:64][C:65]1[CH:70]=[CH:69][C:68]([C:71]2[C:76]([CH3:78])([CH3:77])[CH2:75][N:74]([C:79]([O:81][C:82]([CH3:85])([CH3:84])[CH3:83])=[O:80])[CH2:73][CH:72]=2)=[CH:67][CH:66]=1.S([O-])([O-])=O.[Na+].[Na+].C(O)(C)(C)C.[OH2:97]. No catalyst specified. The product is [Cl:64][C:65]1[CH:70]=[CH:69][C:68]([C@:71]2([OH:22])[C@@H:72]([OH:97])[CH2:73][N:74]([C:79]([O:81][C:82]([CH3:85])([CH3:84])[CH3:83])=[O:80])[CH2:75][C:76]2([CH3:77])[CH3:78])=[CH:67][CH:66]=1. The yield is 0.355. (10) The reactants are [F:1][C:2]1[C:3]([C:10]2[CH:19]=[CH:18][C:17]([CH2:20][OH:21])=[CH:16][C:11]=2[C:12]([O:14]C)=O)=[CH:4][C:5]([O:8][CH3:9])=[N:6][CH:7]=1.[C:22]([Li])([CH3:25])([CH3:24])[CH3:23]. The catalyst is C1COCC1. The product is [F:1][C:2]1[C:3]([C:10]2[CH:19]=[CH:18][C:17]([CH2:20][OH:21])=[CH:16][C:11]=2[C:12](=[O:14])[C:22]([CH3:25])([CH3:24])[CH3:23])=[CH:4][C:5]([O:8][CH3:9])=[N:6][CH:7]=1. The yield is 0.840.